Dataset: Catalyst prediction with 721,799 reactions and 888 catalyst types from USPTO. Task: Predict which catalyst facilitates the given reaction. (1) Reactant: [C:1]([CH2:3][CH2:4][S:5][C:6]1[CH:11]=[C:10]([NH2:12])[C:9]([S:13][CH2:14][CH2:15][C:16]#[N:17])=[CH:8][C:7]=1[NH2:18])#[N:2].[N+:19]([C:22]1[CH:30]=[CH:29][C:25]([C:26](Cl)=[O:27])=[CH:24][CH:23]=1)([O-:21])=[O:20].O. Product: [C:1]([CH2:3][CH2:4][S:5][C:6]1[CH:11]=[C:10]([NH2:12])[C:9]([S:13][CH2:14][CH2:15][C:16]#[N:17])=[CH:8][C:7]=1[NH:18][C:26](=[O:27])[C:25]1[CH:24]=[CH:23][C:22]([N+:19]([O-:21])=[O:20])=[CH:30][CH:29]=1)#[N:2]. The catalyst class is: 37. (2) The catalyst class is: 2. Reactant: [Cl:1][C:2]1[C:3]([O:30][CH3:31])=[CH:4][C:5]2[O:10][CH:9]([C:11]([N:13]3[CH2:18][CH2:17][C:16]([CH2:21][C:22]4[CH:27]=[CH:26][C:25]([F:28])=[CH:24][CH:23]=4)([C:19]#[N:20])[CH2:15][CH2:14]3)=[O:12])[CH2:8][NH:7][C:6]=2[CH:29]=1.[F:32][C:33]([F:44])([F:43])[C:34](O[C:34](=[O:35])[C:33]([F:44])([F:43])[F:32])=[O:35]. Product: [Cl:1][C:2]1[C:3]([O:30][CH3:31])=[CH:4][C:5]2[O:10][CH:9]([C:11]([N:13]3[CH2:14][CH2:15][C:16]([CH2:21][C:22]4[CH:23]=[CH:24][C:25]([F:28])=[CH:26][CH:27]=4)([C:19]#[N:20])[CH2:17][CH2:18]3)=[O:12])[CH2:8][N:7]([C:34](=[O:35])[C:33]([F:44])([F:43])[F:32])[C:6]=2[CH:29]=1. (3) Product: [CH2:6]([C@@H:15]1[CH2:18][O:22][C:16](=[O:17])[N:14]1[C:8](=[O:10])/[CH:7]=[CH:6]/[C:5]1[CH:4]=[CH:3][C:2]([F:1])=[CH:12][CH:11]=1)[C:5]1[CH:11]=[CH:12][CH:2]=[CH:3][CH:4]=1. The catalyst class is: 1. Reactant: [F:1][C:2]1[CH:12]=[CH:11][C:5]([CH:6]=[CH:7][C:8]([OH:10])=O)=[CH:4][CH:3]=1.C[N:14]([CH:16]=[O:17])[CH3:15].[C:18](Cl)(=[O:22])C(Cl)=O. (4) Reactant: [O:1]1[C:5]([C:6]2[CH:11]=[CH:10][C:9]([NH:12][C:13]3[N:14]=[C:15]([NH:23][CH2:24][C@H:25]4[CH2:29][CH2:28][CH2:27][O:26]4)[C:16]4[CH2:22][NH:21][CH2:20][CH2:19][C:17]=4[N:18]=3)=[CH:8][CH:7]=2)=[CH:4][N:3]=[CH:2]1.[C:30](O)(=[O:32])[CH3:31].C([BH3-])#N.[Na+]. Product: [O:1]1[C:5]([C:6]2[CH:7]=[CH:8][C:9]([NH:12][C:13]3[N:14]=[C:15]([NH:23][CH2:24][C@H:25]4[CH2:29][CH2:28][CH2:27][O:26]4)[C:16]4[CH2:22][N:21]([CH2:31][CH2:30][OH:32])[CH2:20][CH2:19][C:17]=4[N:18]=3)=[CH:10][CH:11]=2)=[CH:4][N:3]=[CH:2]1. The catalyst class is: 5. (5) Reactant: [C:1]([O:5][C:6](=[O:30])[NH:7][C@H:8]([C@@H:24]1[CH:28]=[CH:27][C:26](=[O:29])[O:25]1)[CH2:9][C:10]1[CH:15]=[CH:14][C:13](OCC2C=CC=CC=2)=[CH:12][CH:11]=1)([CH3:4])([CH3:3])[CH3:2].[CH3:31]N1C(=O)N(C)CCC1.[Li].C[Si]([N-][Si](C)(C)C)(C)C.CI.[C:52]([OH:56])(=O)[CH2:53][CH3:54].[C:57](O)(=O)[CH2:58][C:59](CC(O)=O)([C:61](O)=O)O. Product: [C:1]([O:5][C:6](=[O:30])[NH:7][C@H:8]([C@@H:24]1[CH2:28][C@@H:27]([CH3:31])[C:26](=[O:29])[O:25]1)[CH2:9][C:10]1[CH:11]=[CH:12][CH:13]=[C:14]([O:56][CH2:52][C:53]2[CH:54]=[CH:61][CH:59]=[CH:58][CH:57]=2)[CH:15]=1)([CH3:4])([CH3:3])[CH3:2]. The catalyst class is: 20. (6) Reactant: [CH2:1]([N:8]1[CH2:13][CH2:12][NH:11][CH2:10][CH2:9]1)[C:2]1[CH:7]=[CH:6][CH:5]=[CH:4][CH:3]=1.[NH2:14][C:15]1[N:16]=[N:17][C:18](Cl)=[CH:19][CH:20]=1. The catalyst class is: 389. Product: [CH2:1]([N:8]1[CH2:13][CH2:12][N:11]([C:18]2[N:17]=[N:16][C:15]([NH2:14])=[CH:20][CH:19]=2)[CH2:10][CH2:9]1)[C:2]1[CH:3]=[CH:4][CH:5]=[CH:6][CH:7]=1. (7) Reactant: C([O:3][C:4](=[O:45])[CH:5]([C:10]1[CH:11]=[C:12]([C:35]2[CH:40]=[CH:39][C:38]([C:41]([F:44])([F:43])[F:42])=[CH:37][CH:36]=2)[CH:13]=[C:14]([CH:16]2[CH2:21][CH2:20][CH2:19][N:18]([CH:22]([C:29]3[CH:34]=[CH:33][CH:32]=[CH:31][CH:30]=3)[C:23]3[CH:28]=[CH:27][CH:26]=[CH:25][CH:24]=3)[CH2:17]2)[CH:15]=1)[CH2:6][CH:7]([CH3:9])[CH3:8])C.[OH-].[K+]. Product: [CH:22]([N:18]1[CH2:19][CH2:20][CH2:21][CH:16]([C:14]2[CH:15]=[C:10]([CH:5]([CH2:6][CH:7]([CH3:9])[CH3:8])[C:4]([OH:45])=[O:3])[CH:11]=[C:12]([C:35]3[CH:40]=[CH:39][C:38]([C:41]([F:42])([F:43])[F:44])=[CH:37][CH:36]=3)[CH:13]=2)[CH2:17]1)([C:29]1[CH:30]=[CH:31][CH:32]=[CH:33][CH:34]=1)[C:23]1[CH:28]=[CH:27][CH:26]=[CH:25][CH:24]=1. The catalyst class is: 14.